Predict the product of the given reaction. From a dataset of Forward reaction prediction with 1.9M reactions from USPTO patents (1976-2016). (1) Given the reactants [CH2:1]([N:8]1[CH2:13][CH2:12][CH:11]([NH:14][C:15]2[CH:20]=[CH:19][C:18]([Cl:21])=[C:17]([Cl:22])[CH:16]=2)[CH2:10][CH2:9]1)[C:2]1[CH:7]=[CH:6][CH:5]=[CH:4][CH:3]=1.[C:23](O[C:23](=[O:26])[CH2:24][CH3:25])(=[O:26])[CH2:24][CH3:25], predict the reaction product. The product is: [CH2:1]([N:8]1[CH2:13][CH2:12][CH:11]([N:14]([C:15]2[CH:20]=[CH:19][C:18]([Cl:21])=[C:17]([Cl:22])[CH:16]=2)[C:23](=[O:26])[CH2:24][CH3:25])[CH2:10][CH2:9]1)[C:2]1[CH:3]=[CH:4][CH:5]=[CH:6][CH:7]=1. (2) The product is: [CH3:24][N:25]1[CH2:28][CH2:26][N:25]([CH2:28][CH2:22][CH2:23][N:14]2[CH:15]=[C:11]([B:6]3[O:7][C:8]([CH3:9])([CH3:10])[C:4]([CH3:16])([CH3:3])[O:5]3)[CH:12]=[N:13]2)[CH2:24][CH2:26]1. Given the reactants [H-].[Na+].[CH3:3][C:4]1([CH3:16])[C:8]([CH3:10])([CH3:9])[O:7][B:6]([C:11]2[CH:12]=[N:13][NH:14][CH:15]=2)[O:5]1.O.C(O[CH2:22][CH3:23])(=O)C.[CH3:24][N:25]([CH3:28])[CH:26]=O, predict the reaction product. (3) The product is: [C:35]([O:1][CH:2]1[C:6]2[CH:7]=[CH:8][C:9]([C:11]#[N:12])=[CH:10][C:5]=2[CH2:4][O:3]1)(=[O:37])[CH3:36]. Given the reactants [O:1]=[C:2]1[C:6]2[CH:7]=[CH:8][C:9]([C:11]#[N:12])=[CH:10][C:5]=2[CH2:4][O:3]1.CC(C[AlH]CC(C)C)C.C1(C)C=CC=CC=1.N1C=CC=CC=1.[C:35](OC(=O)C)(=[O:37])[CH3:36].[Cl-].[NH4+], predict the reaction product. (4) Given the reactants [Br:1][C:2]1[CH:7]=[CH:6][C:5]([OH:8])=[CH:4][C:3]=1[CH3:9].C(=O)([O-])[O-].[Cs+].[Cs+].[CH2:16](Br)[C:17]1[CH:22]=[CH:21][CH:20]=[CH:19][CH:18]=1, predict the reaction product. The product is: [CH2:16]([O:8][C:5]1[CH:6]=[CH:7][C:2]([Br:1])=[C:3]([CH3:9])[CH:4]=1)[C:17]1[CH:22]=[CH:21][CH:20]=[CH:19][CH:18]=1. (5) Given the reactants [OH-].[Na+].C([O:6][C:7](=[O:22])[C:8]1[CH:13]=[CH:12][C:11]([O:14][CH:15]([CH3:17])[CH3:16])=[C:10]([NH:18][C:19]([NH2:21])=[S:20])[CH:9]=1)(C)C, predict the reaction product. The product is: [CH:15]([O:14][C:11]1[CH:12]=[CH:13][C:8]([C:7]([OH:22])=[O:6])=[CH:9][C:10]=1[NH:18][C:19]([NH2:21])=[S:20])([CH3:17])[CH3:16]. (6) Given the reactants [F:1][CH:2]([F:22])[O:3][C:4]1[CH:9]=[CH:8][C:7]([C:10](=[O:21])[C:11]([C:13]2[CH:14]=[C:15]([CH:18]=[CH:19][CH:20]=2)[CH:16]=[O:17])=[O:12])=[CH:6][CH:5]=1.[C:23]([Mg]Br)#[C:24][CH3:25], predict the reaction product. The product is: [F:1][CH:2]([F:22])[O:3][C:4]1[CH:9]=[CH:8][C:7]([C:10](=[O:21])[C:11]([C:13]2[CH:20]=[CH:19][CH:18]=[C:15]([CH:16]([OH:17])[C:23]#[C:24][CH3:25])[CH:14]=2)=[O:12])=[CH:6][CH:5]=1. (7) Given the reactants Cl[C:2]1[CH:3]=[CH:4][C:5]2[N:6]([C:8]([C:11]([F:14])([F:13])[F:12])=[N:9][N:10]=2)[N:7]=1.[N:15]1[CH:20]=[CH:19][CH:18]=[C:17]([C:21]2([OH:27])[CH2:26][CH2:25][NH:24][CH2:23][CH2:22]2)[CH:16]=1.CCN(C(C)C)C(C)C, predict the reaction product. The product is: [N:15]1[CH:20]=[CH:19][CH:18]=[C:17]([C:21]2([OH:27])[CH2:22][CH2:23][N:24]([C:2]3[CH:3]=[CH:4][C:5]4[N:6]([C:8]([C:11]([F:14])([F:13])[F:12])=[N:9][N:10]=4)[N:7]=3)[CH2:25][CH2:26]2)[CH:16]=1.